From a dataset of Reaction yield outcomes from USPTO patents with 853,638 reactions. Predict the reaction yield, written as a fraction of the theoretical maximum amount of product (1.0 means a 100% yield; for example, 0.34 means a 34% yield). (1) The reactants are [C:1]12([C:11]3[C:12]([O:19][CH2:20][C:21]4[CH:26]=[CH:25][CH:24]=[CH:23][CH:22]=4)=[CH:13][C:14]([CH3:18])=[C:15](Br)[CH:16]=3)[CH2:10][CH:5]3[CH2:6][CH:7]([CH2:9][CH:3]([CH2:4]3)[CH2:2]1)[CH2:8]2.C(=O)=O.CC(C)=O.[Li]CCCC.C([O:42][B:43](OC(C)C)[O:44]C(C)C)(C)C. The catalyst is C1COCC1.CCCCCC. The product is [C:1]12([C:11]3[C:12]([O:19][CH2:20][C:21]4[CH:26]=[CH:25][CH:24]=[CH:23][CH:22]=4)=[CH:13][C:14]([CH3:18])=[C:15]([B:43]([OH:44])[OH:42])[CH:16]=3)[CH2:10][CH:5]3[CH2:6][CH:7]([CH2:9][CH:3]([CH2:4]3)[CH2:2]1)[CH2:8]2. The yield is 0.600. (2) No catalyst specified. The yield is 0.850. The product is [CH3:1][C:2]1[S:3][C:4]([B:12]([OH:16])[OH:13])=[CH:5][CH:6]=1. The reactants are [CH3:1][C:2]1[S:3][CH:4]=[CH:5][CH:6]=1.C([Li])CCC.[B:12](OCC)([O:16]CC)[O:13]CC. (3) The reactants are [OH:1][CH2:2][CH2:3][CH2:4][C:5]1[C:10](=[O:11])[N:9](CC2C=CC(OC)=CC=2)[NH:8][C:7](=[O:21])[CH:6]=1.C1(OC)C=CC=CC=1. The catalyst is C(O)(C(F)(F)F)=O. The product is [OH:1][CH2:2][CH2:3][CH2:4][C:5]1[C:10](=[O:11])[NH:9][NH:8][C:7](=[O:21])[CH:6]=1. The yield is 0.920. (4) The reactants are [CH2:1]([O:8][CH2:9][CH2:10][CH2:11][N:12]1[C:20]2[C:15](=[CH:16][CH:17]=[CH:18][CH:19]=2)[C:14]([C:23]2[C:31](O)=[CH:30][C:26]3[O:27][CH2:28][O:29][C:25]=3[CH:24]=2)([CH2:21][OH:22])[C:13]1=[O:33])[C:2]1[CH:7]=[CH:6][CH:5]=[CH:4][CH:3]=1.C1(CCN2C3C(=CC=CC=3)C(C3C(O)=CC4OCOC=4C=3)(CO)C2=O)CC1. No catalyst specified. The product is [CH2:1]([O:8][CH2:9][CH2:10][CH2:11][N:12]1[C:20]2[C:15](=[CH:16][CH:17]=[CH:18][CH:19]=2)[C:14]2([C:23]3=[CH:24][C:25]4[O:29][CH2:28][O:27][C:26]=4[CH:30]=[C:31]3[O:22][CH2:21]2)[C:13]1=[O:33])[C:2]1[CH:3]=[CH:4][CH:5]=[CH:6][CH:7]=1. The yield is 0.980. (5) The reactants are [Br:1][C:2]1[CH:3]=[C:4]2[C:8](=[CH:9][C:10]=1[CH3:11])[NH:7][C:6]([C:12]([O:14]CC)=[O:13])=[C:5]2[CH3:17].BrC1C(C)=C2C(=CC=1)NC(C([O-])=O)=C2C.[OH-].[K+]. The catalyst is CCO. The product is [Br:1][C:2]1[CH:3]=[C:4]2[C:8](=[CH:9][C:10]=1[CH3:11])[NH:7][C:6]([C:12]([OH:14])=[O:13])=[C:5]2[CH3:17]. The yield is 0.906.